This data is from Reaction yield outcomes from USPTO patents with 853,638 reactions. The task is: Predict the reaction yield, written as a fraction of the theoretical maximum amount of product (1.0 means a 100% yield; for example, 0.34 means a 34% yield). (1) The catalyst is CN(P(N(C)C)(N(C)C)=O)C.C(OCC)C. The product is [F:1][C:2]([F:8])([F:7])[C:3]([CH3:5])([CH3:4])[O:6][C:14]1[CH:21]=[CH:20][C:17]([C:18]#[N:19])=[CH:16][CH:15]=1. The yield is 0.250. The reactants are [F:1][C:2]([F:8])([F:7])[C:3]([OH:6])([CH3:5])[CH3:4].[H-].[Na+].[N+]([C:14]1[CH:21]=[CH:20][C:17]([C:18]#[N:19])=[CH:16][CH:15]=1)([O-])=O. (2) The reactants are C(=O)([O-])[O-].[K+].[K+].[CH2:7]1[NH:12][C:10](=[O:11])[NH:9][CH2:8]1.Br[CH2:14][C:15]1[CH:24]=[CH:23][C:18]([C:19]([O:21][CH3:22])=[O:20])=[CH:17][CH:16]=1. The catalyst is [I-].C([N+](CCCC)(CCCC)CCCC)CCC.CN(C=O)C. The product is [CH3:22][O:21][C:19]([C:18]1[CH:23]=[CH:24][C:15]([CH2:14][N:9]2[CH2:8][CH2:7][NH:12][C:10]2=[O:11])=[CH:16][CH:17]=1)=[O:20]. The yield is 0.574. (3) The reactants are [C:1]1([C:16]2[CH:21]=[CH:20][CH:19]=[CH:18][CH:17]=2)[CH:6]=[CH:5][CH:4]=[CH:3][C:2]=1[C:7]1[CH:15]=[CH:14][CH:13]=[C:12]2[C:8]=1[CH:9]=[CH:10][CH2:11]2.CS(C)=O.[Br:26]N1C(=O)CCC1=O.C1(C)C=CC(S(O)(=O)=O)=CC=1. The catalyst is O. The product is [C:1]1([C:16]2[CH:17]=[CH:18][CH:19]=[CH:20][CH:21]=2)[CH:6]=[CH:5][CH:4]=[CH:3][C:2]=1[C:7]1[CH:15]=[CH:14][CH:13]=[C:12]2[C:8]=1[CH:9]=[C:10]([Br:26])[CH2:11]2. The yield is 0.750. (4) The product is [NH2:1][CH2:4][CH2:5][C@@:6]1([C:19]2[CH:24]=[CH:23][C:22]([F:25])=[CH:21][CH:20]=2)[O:11][C:10](=[O:12])[N:9]([C@H:13]([C:15]([CH3:18])([CH3:16])[CH3:17])[CH3:14])[CH2:8][CH2:7]1. The yield is 0.710. The reactants are [N:1]([CH2:4][CH2:5][C@@:6]1([C:19]2[CH:24]=[CH:23][C:22]([F:25])=[CH:21][CH:20]=2)[O:11][C:10](=[O:12])[N:9]([C@H:13]([C:15]([CH3:18])([CH3:17])[CH3:16])[CH3:14])[CH2:8][CH2:7]1)=[N+]=[N-].C1C=CC(P(C2C=CC=CC=2)C2C=CC=CC=2)=CC=1. The catalyst is C1COCC1.O. (5) The reactants are [CH3:1][C@@H:2]1[CH2:6][N:5]([C:7]([O:9][C:10]([CH3:13])([CH3:12])[CH3:11])=[O:8])[C@H:4]([C:14]2[NH:15][CH:16]=[C:17]([C:19]3[CH:24]=[CH:23][C:22](B4OC(C)(C)C(C)(C)O4)=[CH:21][CH:20]=3)[N:18]=2)[CH2:3]1.Br[C:35]1[CH:62]=[CH:61][C:38]([C:39]([NH:41][C:42]2[CH:43]=[N:44][C:45]([N:48]3[CH2:53][CH2:52][N:51]([C:54](=[O:59])[C:55]([CH3:58])([CH3:57])[CH3:56])[CH2:50][C@H:49]3[CH3:60])=[CH:46][CH:47]=2)=[O:40])=[C:37]([F:63])[C:36]=1[O:64][C:65]([F:68])([F:67])[F:66].C(=O)([O-])[O-].[K+].[K+]. The catalyst is C1(C)C=CC=CC=1.O.C1C=CC(P(C2C=CC=CC=2)[C-]2C=CC=C2)=CC=1.C1C=CC(P(C2C=CC=CC=2)[C-]2C=CC=C2)=CC=1.Cl[Pd]Cl.[Fe+2]. The product is [F:63][C:37]1[C:36]([O:64][C:65]([F:68])([F:67])[F:66])=[C:35]([C:22]2[CH:21]=[CH:20][C:19]([C:17]3[N:18]=[C:14]([C@@H:4]4[CH2:3][C@H:2]([CH3:1])[CH2:6][N:5]4[C:7]([O:9][C:10]([CH3:11])([CH3:13])[CH3:12])=[O:8])[NH:15][CH:16]=3)=[CH:24][CH:23]=2)[CH:62]=[CH:61][C:38]=1[C:39](=[O:40])[NH:41][C:42]1[CH:43]=[N:44][C:45]([N:48]2[CH2:53][CH2:52][N:51]([C:54](=[O:59])[C:55]([CH3:58])([CH3:57])[CH3:56])[CH2:50][C@H:49]2[CH3:60])=[CH:46][CH:47]=1. The yield is 0.710.